Dataset: Forward reaction prediction with 1.9M reactions from USPTO patents (1976-2016). Task: Predict the product of the given reaction. Given the reactants [C:1]([C:4]1[CH:5]=[C:6]([C:11]2[C:12]([C@@H:17]([NH:27][C:28](=[O:42])[CH2:29][N:30]3[CH:34]=[C:33]([C:35](O)=[O:36])[C:32]([C:38]([F:41])([F:40])[F:39])=[N:31]3)[CH2:18][C:19]3[CH:24]=[C:23]([F:25])[CH:22]=[C:21]([F:26])[CH:20]=3)=[N:13][CH:14]=[CH:15][CH:16]=2)[CH:7]=[CH:8][C:9]=1[F:10])(=[O:3])[NH2:2].Cl.[CH3:44][NH:45][O:46][CH3:47].C(N(CC)CC)C.CN(C(ON1N=NC2C=CC=NC1=2)=[N+](C)C)C.F[P-](F)(F)(F)(F)F, predict the reaction product. The product is: [C:1]([C:4]1[CH:5]=[C:6]([C:11]2[C:12]([C@@H:17]([NH:27][C:28](=[O:42])[CH2:29][N:30]3[CH:34]=[C:33]([C:35]([N:45]([O:46][CH3:47])[CH3:44])=[O:36])[C:32]([C:38]([F:41])([F:39])[F:40])=[N:31]3)[CH2:18][C:19]3[CH:24]=[C:23]([F:25])[CH:22]=[C:21]([F:26])[CH:20]=3)=[N:13][CH:14]=[CH:15][CH:16]=2)[CH:7]=[CH:8][C:9]=1[F:10])(=[O:3])[NH2:2].